Dataset: Full USPTO retrosynthesis dataset with 1.9M reactions from patents (1976-2016). Task: Predict the reactants needed to synthesize the given product. (1) Given the product [Cl:11][C:3]1[C:2]([CH2:19][CH:13]2[CH2:18][CH2:17][CH2:16][CH2:15][CH2:14]2)=[CH:6][S:5][C:4]=1[C:7]([O:9][CH3:10])=[O:8], predict the reactants needed to synthesize it. The reactants are: Br[C:2]1[C:3]([Cl:11])=[C:4]([C:7]([O:9][CH3:10])=[O:8])[S:5][CH:6]=1.[Br-].[CH:13]1([CH2:19][Zn+])[CH2:18][CH2:17][CH2:16][CH2:15][CH2:14]1. (2) Given the product [Br:1][C:2]1[CH:7]=[C:6]([NH:8][CH2:14][C:13]2[CH:16]=[CH:17][CH:18]=[CH:19][C:12]=2[OH:11])[CH:5]=[C:4]([O:9][CH3:10])[N:3]=1, predict the reactants needed to synthesize it. The reactants are: [Br:1][C:2]1[CH:7]=[C:6]([NH2:8])[CH:5]=[C:4]([O:9][CH3:10])[N:3]=1.[OH:11][C:12]1[CH:19]=[CH:18][CH:17]=[CH:16][C:13]=1[CH:14]=O.C(O)(=O)C.C(O[BH-](OC(=O)C)OC(=O)C)(=O)C.[Na+]. (3) Given the product [F:1][C:2]1[N:3]=[CH:4][C:5]([C:6]([N:24]2[CH2:25][CH2:26][CH2:27][CH:22]([C:19]3[N:18]=[C:17]([C:15]4[N:14]=[CH:13][S:12][CH:16]=4)[O:21][N:20]=3)[CH2:23]2)=[O:8])=[CH:9][CH:10]=1, predict the reactants needed to synthesize it. The reactants are: [F:1][C:2]1[CH:10]=[CH:9][C:5]([C:6]([OH:8])=O)=[CH:4][N:3]=1.Cl.[S:12]1[CH:16]=[C:15]([C:17]2[O:21][N:20]=[C:19]([CH:22]3[CH2:27][CH2:26][CH2:25][NH:24][CH2:23]3)[N:18]=2)[N:14]=[CH:13]1. (4) Given the product [Cl:8][C:6]1[CH:5]=[C:4]([CH3:9])[N:3]=[C:2]([N:17]2[CH2:18][CH2:19][N:14]([S:11]([CH3:10])(=[O:13])=[O:12])[CH2:15][CH2:16]2)[N:7]=1, predict the reactants needed to synthesize it. The reactants are: Cl[C:2]1[N:7]=[C:6]([Cl:8])[CH:5]=[C:4]([CH3:9])[N:3]=1.[CH3:10][S:11]([N:14]1[CH2:19][CH2:18][NH:17][CH2:16][CH2:15]1)(=[O:13])=[O:12]. (5) The reactants are: [C:1]([C:3]1[CH:4]=[C:5]([NH:9][C:10]([NH2:12])=[NH:11])[CH:6]=[CH:7][CH:8]=1)#[N:2].[N+]([O-])(O)=O.[NH2:17][C:18]1[CH:19]=[C:20]([CH:23]=[CH:24][CH:25]=1)[C:21]#[N:22].[N:26]#CN.[CH3:29][CH2:30]O. Given the product [N:22]1[N:26]2[N:17]=[CH:18][CH:25]=[CH:24][C:23]2=[C:20]([C:19]2[CH:30]=[CH:29][N:12]=[C:10]([NH:9][C:5]3[CH:4]=[C:3]([CH:8]=[CH:7][CH:6]=3)[C:1]#[N:2])[N:11]=2)[CH:21]=1, predict the reactants needed to synthesize it. (6) Given the product [CH2:4]([O:6][CH2:7][CH2:8][O:9][CH:12]=[CH:11][C:13]([F:16])([F:15])[F:14])[CH3:5], predict the reactants needed to synthesize it. The reactants are: [OH-].[K+].O.[CH2:4]([O:6][CH2:7][CH2:8][OH:9])[CH3:5].Br[C:11]([C:13]([F:16])([F:15])[F:14])=[CH2:12].